Dataset: Forward reaction prediction with 1.9M reactions from USPTO patents (1976-2016). Task: Predict the product of the given reaction. (1) Given the reactants [S:1]([N:11]1[C:15]2=[N:16][CH:17]=[CH:18][CH:19]=[C:14]2[C:13]([CH:20]=[O:21])=[CH:12]1)([C:4]1[CH:10]=[CH:9][C:7]([CH3:8])=[CH:6][CH:5]=1)(=[O:3])=[O:2].CO, predict the reaction product. The product is: [S:1]([N:11]1[C:15]2=[N:16][CH:17]=[CH:18][CH:19]=[C:14]2[C:13]([CH2:20][OH:21])=[CH:12]1)([C:4]1[CH:10]=[CH:9][C:7]([CH3:8])=[CH:6][CH:5]=1)(=[O:3])=[O:2]. (2) The product is: [Si:1]([O:8][CH2:9][CH2:10][CH2:11][N:12]1[C:17](=[O:18])[C:16]2[CH:19]=[C:20]([Cl:23])[N:21]=[CH:22][C:15]=2[N:14]([CH3:25])[C:13]1=[O:24])([C:4]([CH3:7])([CH3:5])[CH3:6])([CH3:3])[CH3:2]. Given the reactants [Si:1]([O:8][CH2:9][CH2:10][CH2:11][N:12]1[C:17](=[O:18])[C:16]2[CH:19]=[C:20]([Cl:23])[N:21]=[CH:22][C:15]=2[NH:14][C:13]1=[O:24])([C:4]([CH3:7])([CH3:6])[CH3:5])([CH3:3])[CH3:2].[C:25]([O-])([O-])=O.[K+].[K+].IC, predict the reaction product. (3) Given the reactants [S:1]1[C:5]2[CH:6]=[CH:7][CH:8]=[CH:9][C:4]=2[N:3]=[C:2]1[NH:10][C:11](=[O:19])[C:12]1[CH:17]=[CH:16][C:15]([CH3:18])=[CH:14][CH:13]=1.C(=O)([O-])[O-].[K+].[K+].Br[CH:27]([CH2:32][OH:33])[C:28]([O:30][CH3:31])=[O:29], predict the reaction product. The product is: [OH:33][CH2:32][CH:27]([N:3]1[C:4]2[CH:9]=[CH:8][CH:7]=[CH:6][C:5]=2[S:1][C:2]1=[N:10][C:11](=[O:19])[C:12]1[CH:17]=[CH:16][C:15]([CH3:18])=[CH:14][CH:13]=1)[C:28]([O:30][CH3:31])=[O:29].